From a dataset of Full USPTO retrosynthesis dataset with 1.9M reactions from patents (1976-2016). Predict the reactants needed to synthesize the given product. Given the product [C:9]([NH:8][C:6]1[CH:7]=[C:2]([NH:1][C:31]([C:22]2[C:23]([C:25]3[CH:30]=[CH:29][CH:28]=[CH:27][CH:26]=3)=[N:24][C:19]([CH3:18])=[N:20][CH:21]=2)=[O:32])[CH:3]=[CH:4][C:5]=1[Cl:17])(=[O:16])[C:10]1[CH:15]=[CH:14][CH:13]=[CH:12][CH:11]=1, predict the reactants needed to synthesize it. The reactants are: [NH2:1][C:2]1[CH:3]=[CH:4][C:5]([Cl:17])=[C:6]([NH:8][C:9](=[O:16])[C:10]2[CH:15]=[CH:14][CH:13]=[CH:12][CH:11]=2)[CH:7]=1.[CH3:18][C:19]1[N:24]=[C:23]([C:25]2[CH:30]=[CH:29][CH:28]=[CH:27][CH:26]=2)[C:22]([C:31](O)=[O:32])=[CH:21][N:20]=1.